Task: Predict which catalyst facilitates the given reaction.. Dataset: Catalyst prediction with 721,799 reactions and 888 catalyst types from USPTO (1) Reactant: [NH2:1][C:2]1[N:10]=[C:9]([CH2:11][O:12][CH3:13])[CH:8]=[CH:7][C:3]=1[C:4]([OH:6])=O.[F:14][C:15]([F:33])([F:32])[O:16][C:17]1[CH:22]=[CH:21][C:20]([O:23][C:24]2[CH:25]=[C:26]([CH:29]=[CH:30][CH:31]=2)[CH2:27][NH2:28])=[CH:19][CH:18]=1.C(N(CC)CC)C.CN([P+](ON1N=NC2C=CC=CC1=2)(N(C)C)N(C)C)C.F[P-](F)(F)(F)(F)F. Product: [F:14][C:15]([F:32])([F:33])[O:16][C:17]1[CH:18]=[CH:19][C:20]([O:23][C:24]2[CH:25]=[C:26]([CH2:27][NH:28][C:4](=[O:6])[C:3]3[CH:7]=[CH:8][C:9]([CH2:11][O:12][CH3:13])=[N:10][C:2]=3[NH2:1])[CH:29]=[CH:30][CH:31]=2)=[CH:21][CH:22]=1. The catalyst class is: 136. (2) Reactant: [Cl:1][C:2]1[CH:7]=[CH:6][C:5]([N:8]2[CH2:13][CH2:12][NH:11][CH2:10][CH2:9]2)=[CH:4][CH:3]=1.[O-]CC.[Na+].[CH3:18][O:19][C:20](=[O:24])[C:21]([CH3:23])=[CH2:22]. Product: [CH3:18][O:19][C:20](=[O:24])[CH:21]([CH3:23])[CH2:22][N:11]1[CH2:12][CH2:13][N:8]([C:5]2[CH:4]=[CH:3][C:2]([Cl:1])=[CH:7][CH:6]=2)[CH2:9][CH2:10]1. The catalyst class is: 8. (3) Reactant: [Br:1][C:2]1[C:3]([O:17][CH3:18])=[C:4]([C:13]([O:15][CH3:16])=[O:14])[C:5]2[N:6]=[CH:7][C:8](Cl)=[N:9][C:10]=2[CH:11]=1.C([Sn](CCCC)(CCCC)[C:24]1[S:25][CH:26]=[CH:27][N:28]=1)CCC. Product: [Br:1][C:2]1[C:3]([O:17][CH3:18])=[C:4]([C:13]([O:15][CH3:16])=[O:14])[C:5]2[N:6]=[CH:7][C:8]([C:24]3[S:25][CH:26]=[CH:27][N:28]=3)=[N:9][C:10]=2[CH:11]=1. The catalyst class is: 77. (4) Reactant: [C:1]1([CH:7]([C:29]2[CH:34]=[CH:33][CH:32]=[CH:31][CH:30]=2)[CH2:8][CH2:9][NH:10][C:11]([C:13]2[CH:14]([C:22]3[CH:27]=[CH:26][CH:25]=[C:24]([Cl:28])[CH:23]=3)[N:15]=[C:16](OC)[NH:17][C:18]=2[CH3:19])=[O:12])[CH:6]=[CH:5][CH:4]=[CH:3][CH:2]=1.C(=O)([O-])[O-].[NH4+:39].[NH4+].C([O-])(=O)C.[NH4+]. Product: [C:1]1([CH:7]([C:29]2[CH:34]=[CH:33][CH:32]=[CH:31][CH:30]=2)[CH2:8][CH2:9][NH:10][C:11]([C:13]2[CH:14]([C:22]3[CH:27]=[CH:26][CH:25]=[C:24]([Cl:28])[CH:23]=3)[N:15]=[C:16]([NH2:39])[NH:17][C:18]=2[CH3:19])=[O:12])[CH:6]=[CH:5][CH:4]=[CH:3][CH:2]=1. The catalyst class is: 162.